From a dataset of Forward reaction prediction with 1.9M reactions from USPTO patents (1976-2016). Predict the product of the given reaction. (1) The product is: [NH2:1][C:2]1[C:3]([C:20]([N:26]([O:25][CH3:24])[CH3:27])=[O:21])=[N:4][C:5]([C:8]2[CH:9]=[CH:10][C:11]([S:14]([CH:17]([CH3:19])[CH3:18])(=[O:16])=[O:15])=[CH:12][CH:13]=2)=[CH:6][N:7]=1. Given the reactants [NH2:1][C:2]1[C:3]([C:20](O)=[O:21])=[N:4][C:5]([C:8]2[CH:13]=[CH:12][C:11]([S:14]([CH:17]([CH3:19])[CH3:18])(=[O:16])=[O:15])=[CH:10][CH:9]=2)=[CH:6][N:7]=1.Cl.[CH3:24][O:25][NH:26][CH3:27].O.ON1C2C=CC=CC=2N=N1.CCN(C(C)C)C(C)C.C(N=C=NCCCN(C)C)C, predict the reaction product. (2) Given the reactants Br[C:2]1[CH:3]=[C:4]([NH:9][S:10]([C:13]2[CH:18]=[CH:17][C:16]([F:19])=[CH:15][C:14]=2[F:20])(=[O:12])=[O:11])[C:5]([Cl:8])=[N:6][CH:7]=1.C([O-])(=O)C.[K+].[B:26]1([B:26]2[O:30][C:29]([CH3:32])([CH3:31])[C:28]([CH3:34])([CH3:33])[O:27]2)[O:30][C:29]([CH3:32])([CH3:31])[C:28]([CH3:34])([CH3:33])[O:27]1, predict the reaction product. The product is: [Cl:8][C:5]1[C:4]([NH:9][S:10]([C:13]2[CH:18]=[CH:17][C:16]([F:19])=[CH:15][C:14]=2[F:20])(=[O:12])=[O:11])=[CH:3][C:2]([B:26]2[O:30][C:29]([CH3:32])([CH3:31])[C:28]([CH3:34])([CH3:33])[O:27]2)=[CH:7][N:6]=1. (3) Given the reactants Br[C:2]1[CH:9]=[CH:8][C:5]([NH:6][CH3:7])=[C:4]([N+:10]([O-:12])=[O:11])[C:3]=1[F:13].[CH3:14][N:15]1[CH:20]=[C:19](B2OC(C)(C)C(C)(C)O2)[C:18]2[CH:30]=[CH:31][N:32]([CH2:33][O:34][CH2:35][CH2:36][Si:37]([CH3:40])([CH3:39])[CH3:38])[C:17]=2[C:16]1=[O:41], predict the reaction product. The product is: [F:13][C:3]1[C:4]([N+:10]([O-:12])=[O:11])=[C:5]([NH:6][CH3:7])[CH:8]=[CH:9][C:2]=1[C:19]1[C:18]2[CH:30]=[CH:31][N:32]([CH2:33][O:34][CH2:35][CH2:36][Si:37]([CH3:38])([CH3:40])[CH3:39])[C:17]=2[C:16](=[O:41])[N:15]([CH3:14])[CH:20]=1. (4) The product is: [ClH:28].[ClH:28].[C:1]1([CH2:7][N:8]2[CH2:13][CH2:12][C:11]3([C:22]4[CH:23]=[CH:24][CH:25]=[CH:26][C:21]=4[CH2:20][N:16]4[CH:17]=[CH:18][N:19]=[C:15]34)[CH2:10][CH2:9]2)[CH:6]=[CH:5][CH:4]=[CH:3][CH:2]=1. Given the reactants [C:1]1([CH2:7][N:8]2[CH2:13][CH2:12][C:11]([C:15]3[N:16]([CH2:20][C:21]4[CH:26]=[CH:25][CH:24]=[CH:23][CH:22]=4)[CH:17]=[CH:18][N:19]=3)(O)[CH2:10][CH2:9]2)[CH:6]=[CH:5][CH:4]=[CH:3][CH:2]=1.[Al+3].[Cl-:28].[Cl-].[Cl-].[OH-].[Na+], predict the reaction product. (5) Given the reactants O=[C:2]([CH3:6])[CH2:3][C:4]#[N:5].Cl.[CH3:8][O:9][C:10]1[CH:11]=[C:12]([NH:16][NH2:17])[CH:13]=[CH:14][CH:15]=1.Cl, predict the reaction product. The product is: [CH3:8][O:9][C:10]1[CH:11]=[C:12]([N:16]2[C:4]([NH2:5])=[CH:3][C:2]([CH3:6])=[N:17]2)[CH:13]=[CH:14][CH:15]=1. (6) Given the reactants C([O-])(=O)C(CCC)CCC.[Na+].[CH3:12][C@@:13]([NH:26][NH2:27])([C:23]([OH:25])=[O:24])[CH2:14][C:15]1[CH:16]=[CH:17][C:18]([OH:22])=[C:19]([OH:21])[CH:20]=1.[CH:28]1[C:33]([CH2:34][C@H:35]([NH2:39])[C:36]([OH:38])=[O:37])=[CH:32][C:31]([OH:40])=[C:30]([OH:41])[CH:29]=1, predict the reaction product. The product is: [CH3:12][C@@:13]([NH:26][NH2:27])([C:23]([OH:25])=[O:24])[CH2:14][C:15]1[CH:16]=[CH:17][C:18]([OH:22])=[C:19]([OH:21])[CH:20]=1.[CH:28]1[C:33]([CH2:34][C@H:35]([NH2:39])[C:36]([OH:38])=[O:37])=[CH:32][C:31]([OH:40])=[C:30]([OH:41])[CH:29]=1. (7) Given the reactants [CH3:1][O:2][C:3](=[O:64])[NH:4][CH:5]([C:58]1[CH:63]=[CH:62][CH:61]=[CH:60][CH:59]=1)[C:6]([N:8]1[CH2:12][CH2:11][CH2:10][CH:9]1[C:13]1[NH:14][C:15]([C:18]2[CH:23]=[CH:22][C:21]([C:24]3[CH:33]=[CH:32][C:31]4[C:26](=[CH:27][CH:28]=[C:29]([C:34]5[NH:35][C:36]([CH:39]6[CH2:43][CH2:42][CH2:41][N:40]6[C:44](=[O:57])[CH:45]([NH:52][C:53]([O:55][CH3:56])=[O:54])[CH:46]6[CH2:51][CH2:50]O[CH2:48][CH2:47]6)=[N:37][CH:38]=5)[CH:30]=4)[CH:25]=3)=[CH:20][CH:19]=2)=[CH:16][N:17]=1)=[O:7].C(C(CC)C(NC(OC)=O)C(O)=O)C, predict the reaction product. The product is: [CH3:56][O:55][C:53](=[O:54])[NH:52][CH:45]([C:44]([N:40]1[CH2:41][CH2:42][CH2:43][CH:39]1[C:36]1[NH:35][C:34]([C:29]2[CH:28]=[CH:27][C:26]3[C:31](=[CH:32][CH:33]=[C:24]([C:21]4[CH:20]=[CH:19][C:18]([C:15]5[NH:14][C:13]([CH:9]6[CH2:10][CH2:11][CH2:12][N:8]6[C:6](=[O:7])[CH:5]([NH:4][C:3]([O:2][CH3:1])=[O:64])[C:58]6[CH:63]=[CH:62][CH:61]=[CH:60][CH:59]=6)=[N:17][CH:16]=5)=[CH:23][CH:22]=4)[CH:25]=3)[CH:30]=2)=[CH:38][N:37]=1)=[O:57])[CH:46]([CH2:51][CH3:50])[CH2:47][CH3:48].